Dataset: Full USPTO retrosynthesis dataset with 1.9M reactions from patents (1976-2016). Task: Predict the reactants needed to synthesize the given product. (1) Given the product [NH:19]1[C:27]2[C:22](=[CH:23][CH:24]=[CH:25][CH:26]=2)[C:21]([C:9](=[O:11])[CH2:8][C:4]2[CH:3]=[N:2][CH:7]=[CH:6][CH:5]=2)=[CH:20]1, predict the reactants needed to synthesize it. The reactants are: Cl.[N:2]1[CH:7]=[CH:6][CH:5]=[C:4]([CH2:8][C:9]([OH:11])=O)[CH:3]=1.C(OC(=O)C)(=O)C.[NH:19]1[C:27]2[C:22](=[CH:23][CH:24]=[CH:25][CH:26]=2)[CH:21]=[CH:20]1.C(=O)(O)[O-].[Na+]. (2) Given the product [CH3:1][O:2][C:3](=[O:14])[C:4]1[CH:9]=[C:8]([F:10])[C:7]([NH:22][CH2:15][C:16]2[CH:21]=[CH:20][CH:19]=[CH:18][CH:17]=2)=[C:6]([CH3:12])[C:5]=1[F:13], predict the reactants needed to synthesize it. The reactants are: [CH3:1][O:2][C:3](=[O:14])[C:4]1[CH:9]=[C:8]([F:10])[C:7](F)=[C:6]([CH3:12])[C:5]=1[F:13].[CH2:15]([NH2:22])[C:16]1[CH:21]=[CH:20][CH:19]=[CH:18][CH:17]=1.C(N(CC)CC)C.C(OCC)(=O)C.